From a dataset of Reaction yield outcomes from USPTO patents with 853,638 reactions. Predict the reaction yield, written as a fraction of the theoretical maximum amount of product (1.0 means a 100% yield; for example, 0.34 means a 34% yield). (1) The reactants are [NH2:1][C:2]1[CH:7]=[C:6](OC)[CH:5]=[CH:4][C:3]=1[C:10]([C:12]1[CH:17]=[CH:16][CH:15]=[CH:14][C:13]=1[F:18])=[O:11].[F:19]C1C=C(N)C=CC=1.FC1C=CC=CC=1C#N. No catalyst specified. The product is [NH2:1][C:2]1[CH:7]=[C:6]([F:19])[CH:5]=[CH:4][C:3]=1[C:10]([C:12]1[CH:17]=[CH:16][CH:15]=[CH:14][C:13]=1[F:18])=[O:11]. The yield is 0.250. (2) The reactants are [C:1]([O:5][C:6](=[O:32])[CH2:7][CH2:8][CH2:9][NH:10][CH:11]([CH2:14][N:15]([C:22]([O:24][CH2:25][C:26]1[CH:31]=[CH:30][CH:29]=[CH:28][CH:27]=1)=[O:23])[C@H:16]([C:18](OC)=[O:19])[CH3:17])[C:12]#[N:13])([CH3:4])([CH3:3])[CH3:2].O.[OH-].[Li+].CCN=C=NCCCN(C)C.C1C=CC2N(O)N=NC=2C=1. The catalyst is C1COCC1.O. The product is [CH2:25]([O:24][C:22]([N:15]1[CH2:14][CH:11]([C:12]#[N:13])[N:10]([CH2:9][CH2:8][CH2:7][C:6]([O:5][C:1]([CH3:4])([CH3:3])[CH3:2])=[O:32])[C:18](=[O:19])[C@@H:16]1[CH3:17])=[O:23])[C:26]1[CH:27]=[CH:28][CH:29]=[CH:30][CH:31]=1. The yield is 0.780. (3) The reactants are [OH:1][CH2:2][CH2:3][C:4]([O:6][CH3:7])=[O:5].[O:8]1[CH:13]=[CH:12][CH2:11][CH2:10][CH2:9]1. The catalyst is ClCCl.C1(C)C=CC(S([O-])(=O)=O)=CC=1.[NH+]1C=CC=CC=1. The product is [O:8]1[CH2:13][CH2:12][CH2:11][CH2:10][CH:9]1[O:1][CH2:2][CH2:3][C:4]([O:6][CH3:7])=[O:5]. The yield is 0.590.